This data is from Reaction yield outcomes from USPTO patents with 853,638 reactions. The task is: Predict the reaction yield, written as a fraction of the theoretical maximum amount of product (1.0 means a 100% yield; for example, 0.34 means a 34% yield). (1) The reactants are [NH2:1][C@@H:2]1[C:11]2[C:6](=[CH:7][CH:8]=[CH:9][CH:10]=2)[C@H:5]([OH:12])[CH2:4][CH2:3]1.[H-].[Na+].F[C:16]1[CH:17]=[CH:18][C:19]2[N:20]([C:22]([N:25]3[CH2:30][CH2:29][CH:28]([CH2:31][CH2:32][O:33][Si:34]([CH:41]([CH3:43])[CH3:42])([CH:38]([CH3:40])[CH3:39])[CH:35]([CH3:37])[CH3:36])[CH2:27][CH2:26]3)=[N:23][N:24]=2)[CH:21]=1. The catalyst is CN(C=O)C.O. The product is [CH:38]([Si:34]([CH:35]([CH3:37])[CH3:36])([CH:41]([CH3:43])[CH3:42])[O:33][CH2:32][CH2:31][CH:28]1[CH2:29][CH2:30][N:25]([C:22]2[N:20]3[CH:21]=[C:16]([O:12][C@H:5]4[C:6]5[C:11](=[CH:10][CH:9]=[CH:8][CH:7]=5)[C@@H:2]([NH2:1])[CH2:3][CH2:4]4)[CH:17]=[CH:18][C:19]3=[N:24][N:23]=2)[CH2:26][CH2:27]1)([CH3:39])[CH3:40]. The yield is 0.420. (2) The reactants are OC(C(F)(F)F)=O.[NH:8]1[CH2:11][CH:10]([C:12]2[CH:33]=[CH:32][C:15]3[C:16]4[N:17]=[C:18]([C:24]5[N:25]([CH:29]([CH3:31])[CH3:30])[N:26]=[CH:27][N:28]=5)[S:19][C:20]=4[CH2:21][CH2:22][O:23][C:14]=3[CH:13]=2)[CH2:9]1.C(N(C(C)C)CC)(C)C.[O:43]1[C:45]([CH3:47])([CH3:46])[CH2:44]1. The catalyst is CO. The product is [CH:29]([N:25]1[C:24]([C:18]2[S:19][C:20]3[CH2:21][CH2:22][O:23][C:14]4[CH:13]=[C:12]([CH:10]5[CH2:11][N:8]([CH2:44][C:45]([CH3:47])([OH:43])[CH3:46])[CH2:9]5)[CH:33]=[CH:32][C:15]=4[C:16]=3[N:17]=2)=[N:28][CH:27]=[N:26]1)([CH3:31])[CH3:30]. The yield is 0.380. (3) The yield is 0.860. The product is [CH3:7][C:8]1[CH:9]=[CH:10][C:11]([CH2:12][N:13]2[C:21]3[C:16](=[CH:17][C:18]([C:22]4[CH:27]=[CH:26][C:25]([O:28][C:29]([F:31])([F:32])[F:30])=[CH:24][CH:23]=4)=[CH:19][CH:20]=3)[CH:15]=[C:14]2[CH2:33][OH:34])=[CH:38][CH:39]=1. The reactants are [H-].[Al+3].[Li+].[H-].[H-].[H-].[CH3:7][C:8]1[CH:39]=[CH:38][C:11]([CH2:12][N:13]2[C:21]3[C:16](=[CH:17][C:18]([C:22]4[CH:27]=[CH:26][C:25]([O:28][C:29]([F:32])([F:31])[F:30])=[CH:24][CH:23]=4)=[CH:19][CH:20]=3)[CH:15]=[C:14]2[C:33](OCC)=[O:34])=[CH:10][CH:9]=1. The catalyst is C(OCC)C. (4) The reactants are CC(C[AlH]CC(C)C)C.C([O:14][C:15](=O)[CH2:16][CH2:17][C@@H:18]([CH2:34][O:35][S:36]([C:39]1[CH:45]=[CH:44][C:42]([CH3:43])=[CH:41][CH:40]=1)(=[O:38])=[O:37])[CH2:19][C@H:20]1[CH2:24][O:23][C:22]([CH3:26])([CH3:25])[N:21]1[C:27]([O:29][C:30]([CH3:33])([CH3:32])[CH3:31])=[O:28])(C)(C)C.[BH4-].[Na+]. The catalyst is C(Cl)Cl. The product is [OH:14][CH2:15][CH2:16][CH2:17][C@@H:18]([CH2:34][O:35][S:36]([C:39]1[CH:45]=[CH:44][C:42]([CH3:43])=[CH:41][CH:40]=1)(=[O:37])=[O:38])[CH2:19][C@H:20]1[CH2:24][O:23][C:22]([CH3:25])([CH3:26])[N:21]1[C:27]([O:29][C:30]([CH3:31])([CH3:32])[CH3:33])=[O:28]. The yield is 0.920.